Dataset: Reaction yield outcomes from USPTO patents with 853,638 reactions. Task: Predict the reaction yield, written as a fraction of the theoretical maximum amount of product (1.0 means a 100% yield; for example, 0.34 means a 34% yield). The reactants are [NH2:1][C:2]1[C:3]([NH:13][C@H:14]2[C@@H:18]3[O:19][C:20]([CH3:23])([CH3:22])[O:21][C@@H:17]3[C@@H:16]([O:24][CH2:25][C:26]([OH:28])=[O:27])[CH2:15]2)=[N:4][C:5]([S:9][CH2:10][CH2:11][CH3:12])=[N:6][C:7]=1[Cl:8].C(O[N:35]=O)CC(C)C. The catalyst is C(#N)C. The product is [Cl:8][C:7]1[C:2]2[N:1]=[N:35][N:13]([C@H:14]3[C@@H:18]4[O:19][C:20]([CH3:22])([CH3:23])[O:21][C@@H:17]4[C@@H:16]([O:24][CH2:25][C:26]([OH:28])=[O:27])[CH2:15]3)[C:3]=2[N:4]=[C:5]([S:9][CH2:10][CH2:11][CH3:12])[N:6]=1. The yield is 0.927.